Task: Predict the reaction yield, written as a fraction of the theoretical maximum amount of product (1.0 means a 100% yield; for example, 0.34 means a 34% yield).. Dataset: Reaction yield outcomes from USPTO patents with 853,638 reactions (1) The reactants are [H-].[Na+].[F:3][C:4]([F:8])([F:7])[CH2:5][OH:6].Cl[C:10]1[CH:15]=[C:14](Cl)[N:13]=[C:12]([NH:17][C:18](=[O:30])[NH:19][C:20]2[CH:25]=[CH:24][C:23]([C:26]([F:29])([F:28])[F:27])=[CH:22][CH:21]=2)[N:11]=1. The catalyst is C1COCC1. The product is [F:3][C:4]([F:8])([F:7])[CH2:5][O:6][C:10]1[CH:15]=[C:14]([O:6][CH2:5][C:4]([F:8])([F:7])[F:3])[N:13]=[C:12]([NH:17][C:18](=[O:30])[NH:19][C:20]2[CH:25]=[CH:24][C:23]([C:26]([F:29])([F:28])[F:27])=[CH:22][CH:21]=2)[N:11]=1. The yield is 0.680. (2) The reactants are [S:1]1[CH:5]=[CH:4][CH:3]=[C:2]1[CH2:6][NH:7][C:8]([C:10]12[CH2:19][CH:14]3[CH2:15][CH:16]([CH2:18][CH:12]([CH2:13]3)[CH2:11]1)[CH2:17]2)=[O:9].[H-].[Na+].[CH2:22](Br)[C:23]1[CH:28]=[CH:27][CH:26]=[CH:25][CH:24]=1. The catalyst is CN(C=O)C. The product is [CH2:22]([N:7]([CH2:6][C:2]1[S:1][CH:5]=[CH:4][CH:3]=1)[C:8]([C:10]12[CH2:19][CH:14]3[CH2:15][CH:16]([CH2:18][CH:12]([CH2:13]3)[CH2:11]1)[CH2:17]2)=[O:9])[C:23]1[CH:28]=[CH:27][CH:26]=[CH:25][CH:24]=1. The yield is 0.670. (3) The reactants are C([O:5][C@@H:6]([C@H:8]1[CH2:12][O:11][C:10](=[O:13])[N:9]1[C:14]1[CH:19]=[CH:18][N:17]=[C:16]([F:20])[N:15]=1)[CH3:7])(C)(C)C.C(O)(C(F)(F)F)=O.O. The catalyst is C(Cl)Cl. The product is [F:20][C:16]1[N:15]=[C:14]([N:9]2[C@@H:8]([C@H:6]([OH:5])[CH3:7])[CH2:12][O:11][C:10]2=[O:13])[CH:19]=[CH:18][N:17]=1. The yield is 0.700. (4) The yield is 0.550. The catalyst is CN(C=O)C.O. The product is [CH2:17]([O:24][N:25]1[C:31](=[O:32])[N:30]2[CH2:33][C@H:26]1[CH2:27][CH2:28][C@H:29]2[C:34]([NH:36][NH:37][C:14]([C@H:11]1[CH2:12][CH2:13][C@@H:9]([NH:8][C:6](=[O:7])[O:5][C:1]([CH3:2])([CH3:3])[CH3:4])[CH2:10]1)=[O:16])=[O:35])[C:18]1[CH:23]=[CH:22][CH:21]=[CH:20][CH:19]=1. The reactants are [C:1]([O:5][C:6]([NH:8][C@@H:9]1[CH2:13][CH2:12][C@H:11]([C:14]([OH:16])=O)[CH2:10]1)=[O:7])([CH3:4])([CH3:3])[CH3:2].[CH2:17]([O:24][N:25]1[C:31](=[O:32])[N:30]2[CH2:33][C@H:26]1[CH2:27][CH2:28][C@H:29]2[C:34]([NH:36][NH2:37])=[O:35])[C:18]1[CH:23]=[CH:22][CH:21]=[CH:20][CH:19]=1.CN(C(ON1N=NC2C=CC=NC1=2)=[N+](C)C)C.F[P-](F)(F)(F)(F)F.CCN(C(C)C)C(C)C. (5) The reactants are [Br:1][C:2]1C=C(N)[C:5]([NH:8][CH2:9][CH3:10])=[CH:6][CH:7]=1.[CH3:12][C:13]1[N:14]=[C:15](O)[C:16]2[C:17](=[N:19][O:20][N:21]=2)[N:18]=1. The catalyst is C(O)(=O)C. The product is [Br:1][C:2]1[CH:7]=[CH:6][C:5]2[N:8]([CH2:9][CH3:10])[C:15]([C:16]3[C:17]([NH2:18])=[N:19][O:20][N:21]=3)=[N:14][C:13]=2[CH:12]=1. The yield is 0.170. (6) The reactants are [F:1][C:2]([F:21])([C:8]1[CH:13]=[CH:12][CH:11]=[C:10]([O:14][CH2:15][CH2:16][O:17][CH:18]([CH3:20])[CH3:19])[CH:9]=1)[C:3]([O:5]CC)=[O:4].CO.O1CCCC1.O.[OH-].[Li+]. The catalyst is O. The product is [F:1][C:2]([F:21])([C:8]1[CH:13]=[CH:12][CH:11]=[C:10]([O:14][CH2:15][CH2:16][O:17][CH:18]([CH3:19])[CH3:20])[CH:9]=1)[C:3]([OH:5])=[O:4]. The yield is 0.950.